Predict the product of the given reaction. From a dataset of Forward reaction prediction with 1.9M reactions from USPTO patents (1976-2016). (1) Given the reactants [F:1][C:2]1[CH:3]=[C:4]([NH:9][C:10]([NH:12][C:13]2[N:14]=[C:15]([C:19]([O:21]CC)=[O:20])[N:16]([CH3:18])[CH:17]=2)=[O:11])[CH:5]=[CH:6][C:7]=1[CH3:8].[OH-].[Na+].Cl, predict the reaction product. The product is: [CH3:8][C:7]1[CH:6]=[CH:5][C:4]([NH:9][C:10]([NH:12][C:13]2[N:14]=[C:15]([C:19]([OH:21])=[O:20])[N:16]([CH3:18])[CH:17]=2)=[O:11])=[CH:3][C:2]=1[F:1]. (2) Given the reactants [Br:1][C:2]1[CH:7]=[CH:6][CH:5]=[C:4]([F:8])[CH:3]=1.C([N-]C(C)C)(C)C.[Li+].C([Li])CCC.C(NC(C)C)(C)C.Cl.C1C[O:33][CH2:32]C1, predict the reaction product. The product is: [Br:1][C:2]1[CH:7]=[CH:6][CH:5]=[C:4]([F:8])[C:3]=1[CH:32]=[O:33]. (3) The product is: [Br:1][C:2]1[C:23]([C:24]([OH:26])=[O:25])=[C:5]2[CH:6]=[C:7]([C:10](=[O:22])[N:11]([CH2:12][CH2:13][CH:14]([CH3:15])[CH3:16])[CH2:17][CH2:18][CH:19]([CH3:20])[CH3:21])[CH:8]=[CH:9][N:4]2[N:3]=1. Given the reactants [Br:1][C:2]1[C:23]([C:24]([O:26]C)=[O:25])=[C:5]2[CH:6]=[C:7]([C:10](=[O:22])[N:11]([CH2:17][CH2:18][CH:19]([CH3:21])[CH3:20])[CH2:12][CH2:13][CH:14]([CH3:16])[CH3:15])[CH:8]=[CH:9][N:4]2[N:3]=1.[Li+].[OH-], predict the reaction product.